Dataset: Full USPTO retrosynthesis dataset with 1.9M reactions from patents (1976-2016). Task: Predict the reactants needed to synthesize the given product. (1) Given the product [CH2:33]([O:26][C:25]([C:3]1[CH:4]=[C:5]2[N:10]([C:2]=1[Cl:1])[CH:9]=[CH:8][C:7]([CH2:11][N:12]1[CH:16]=[C:15]([C:17]([OH:24])([C:20]([F:23])([F:21])[F:22])[CH2:18][CH3:19])[N:14]=[N:13]1)=[CH:6]2)=[O:27])[CH3:34], predict the reactants needed to synthesize it. The reactants are: [Cl:1][C:2]1[N:10]2[C:5]([CH:6]=[C:7]([CH2:11][N:12]3[CH:16]=[C:15]([C:17]([OH:24])([C:20]([F:23])([F:22])[F:21])[CH2:18][CH3:19])[N:14]=[N:13]3)[CH:8]=[CH:9]2)=[CH:4][C:3]=1[C:25]([OH:27])=[O:26].OS(O)(=O)=O.[CH3:33][CH2:34]O. (2) Given the product [C:1]([C@@H:4]1[CH2:7][C@H:6]([C:8]([O:10][C:33]([CH3:36])([CH3:35])[CH3:34])=[O:9])[C:5]1([CH3:12])[CH3:11])(=[O:3])[CH3:2], predict the reactants needed to synthesize it. The reactants are: [C:1]([C@@H:4]1[CH2:7][C@H:6]([C:8]([OH:10])=[O:9])[C:5]1([CH3:12])[CH3:11])(=[O:3])[CH3:2].C1COCC1.C1CCC(N=C=NC2CCCCC2)CC1.[C:33](O)([CH3:36])([CH3:35])[CH3:34]. (3) Given the product [C:1]1([CH3:16])[CH:6]=[CH:5][C:4]([C:7]2[NH:8][C:9]([C:12]([OH:20])=[O:17])=[CH:10][N:11]=2)=[CH:3][CH:2]=1, predict the reactants needed to synthesize it. The reactants are: [C:1]1([CH3:16])[CH:6]=[CH:5][C:4]([C:7]2[NH:8][C:9]([C:12](F)(F)F)=[CH:10][N:11]=2)=[CH:3][CH:2]=1.[OH-:17].[Na+].Cl.[OH2:20]. (4) Given the product [I-:12].[CH3:1][CH:2]1[NH+:10]=[C:5]2[N:6]([CH3:11])[CH:7]=[CH:8][CH:9]=[C:4]2[O:3]1, predict the reactants needed to synthesize it. The reactants are: [CH3:1][C:2]1[O:3][C:4]2[C:5]([N:10]=1)=[N:6][CH:7]=[CH:8][CH:9]=2.[CH3:11][I:12]. (5) Given the product [CH2:38]([O:30][C:22]1[C:21](=[O:31])[N:14]2[CH2:15][CH:16]3[CH2:17][CH2:18][C:12]([NH:11][C:9]([O:8][CH2:1][C:2]4[CH:7]=[CH:6][CH:5]=[CH:4][CH:3]=4)=[O:10])([C:13]2=[N:24][C:23]=1[C:25]([O:27][CH2:28][CH3:29])=[O:26])[CH2:20][CH2:19]3)[C:39]1[CH:44]=[CH:43][CH:42]=[CH:41][CH:40]=1, predict the reactants needed to synthesize it. The reactants are: [CH2:1]([O:8][C:9]([NH:11][C:12]12[CH2:20][CH2:19][CH:16]([CH2:17][CH2:18]1)[CH2:15][N:14]1[C:21](=[O:31])[C:22]([OH:30])=[C:23]([C:25]([O:27][CH2:28][CH3:29])=[O:26])[N:24]=[C:13]21)=[O:10])[C:2]1[CH:7]=[CH:6][CH:5]=[CH:4][CH:3]=1.C([O-])([O-])=O.[K+].[K+].[CH2:38](Br)[C:39]1[CH:44]=[CH:43][CH:42]=[CH:41][CH:40]=1.O. (6) Given the product [Cl:20][C:21]1[N:22]=[C:23]([NH2:28])[N:24]=[C:25]([NH:5][C:4]2[CH:6]=[CH:7][C:8]([O:9][C:10]3[CH:15]=[CH:14][N:13]=[C:12]4[NH:16][CH:17]=[C:18]([Cl:19])[C:11]=34)=[C:2]([F:1])[CH:3]=2)[CH:26]=1, predict the reactants needed to synthesize it. The reactants are: [F:1][C:2]1[CH:3]=[C:4]([CH:6]=[CH:7][C:8]=1[O:9][C:10]1[CH:15]=[CH:14][N:13]=[C:12]2[NH:16][CH:17]=[C:18]([Cl:19])[C:11]=12)[NH2:5].[Cl:20][C:21]1[CH:26]=[C:25](Cl)[N:24]=[C:23]([NH2:28])[N:22]=1.Cl.[OH-].[Na+]. (7) Given the product [CH2-:7][C:6]([CH3:13])=[O:5].[NH2:43][C:42]1[CH:44]=[CH:45][N:38]([C@H:6]2[C@H:13]([OH:12])[C@H:9]([OH:10])[C:8]([CH2:16][OH:17])=[C:7]2[F:37])[C:39](=[O:40])[N:41]=1.[F:37][C:7]1[C@H:6]([OH:5])[C@@H:13]2[O:12][C:11]([CH3:15])([CH3:14])[O:10][C@@H:9]2[C:8]=1[CH2:16][O:17][C:18]([C:25]1[CH:26]=[CH:27][CH:28]=[CH:29][CH:30]=1)([C:19]1[CH:20]=[CH:21][CH:22]=[CH:23][CH:24]=1)[C:31]1[CH:36]=[CH:35][CH:34]=[CH:33][CH:32]=1, predict the reactants needed to synthesize it. The reactants are: CS([O:5][C@@H:6]1[C@H:13]2[C@H:9]([O:10][C:11]([CH3:15])([CH3:14])[O:12]2)[C:8]([CH2:16][O:17][C:18]([C:31]2[CH:36]=[CH:35][CH:34]=[CH:33][CH:32]=2)([C:25]2[CH:30]=[CH:29][CH:28]=[CH:27][CH:26]=2)[C:19]2[CH:24]=[CH:23][CH:22]=[CH:21][CH:20]=2)=[C:7]1[F:37])(=O)=O.[NH:38]1[CH:45]=[CH:44][C:42]([NH2:43])=[N:41][C:39]1=[O:40]. (8) Given the product [C:71]([O:75][C:76]([CH2:77][CH:78]1[O:79][C:80]([CH3:87])([CH3:86])[O:81][CH:82]([CH:84]=[CH:24][C:19]2[N:20]([CH:21]([CH3:23])[CH3:22])[C:16]([C:14]([NH:13][CH2:12][C:11]3[CH:10]=[CH:9][C:8]([CH2:7][O:6][C:4](=[O:5])[C:3]([CH3:2])([CH3:60])[CH3:59])=[CH:58][CH:57]=3)=[O:15])=[C:17]([C:51]3[CH:52]=[CH:53][CH:54]=[CH:55][CH:56]=3)[C:18]=2[C:44]2[CH:45]=[CH:46][C:47]([F:50])=[CH:48][CH:49]=2)[CH2:83]1)=[O:88])([CH3:74])([CH3:72])[CH3:73], predict the reactants needed to synthesize it. The reactants are: [Br-].[CH3:2][C:3]([CH3:60])([CH3:59])[C:4]([O:6][CH2:7][C:8]1[CH:58]=[CH:57][C:11]([CH2:12][NH:13][C:14]([C:16]2[N:20]([CH:21]([CH3:23])[CH3:22])[C:19]([CH2:24][P+](C3C=CC=CC=3)(C3C=CC=CC=3)C3C=CC=CC=3)=[C:18]([C:44]3[CH:49]=[CH:48][C:47]([F:50])=[CH:46][CH:45]=3)[C:17]=2[C:51]2[CH:56]=[CH:55][CH:54]=[CH:53][CH:52]=2)=[O:15])=[CH:10][CH:9]=1)=[O:5].C[Si]([N-][Si](C)(C)C)(C)C.[Na+].[C:71]([O:75][C:76](=[O:88])[CH2:77][CH:78]1[CH2:83][CH:82]([CH:84]=O)[O:81][C:80]([CH3:87])([CH3:86])[O:79]1)([CH3:74])([CH3:73])[CH3:72].